Regression/Classification. Given a drug SMILES string, predict its absorption, distribution, metabolism, or excretion properties. Task type varies by dataset: regression for continuous measurements (e.g., permeability, clearance, half-life) or binary classification for categorical outcomes (e.g., BBB penetration, CYP inhibition). Dataset: b3db_classification. From a dataset of Blood-brain barrier permeability classification from the B3DB database. (1) The molecule is OCCN1CCN(CCC=C2c3ccccc3Sc3ccc(C(F)(F)F)cc32)CC1. The result is 1 (penetrates BBB). (2) The compound is CN(c1nc2ccccc2s1)C1CCN(C[C@H](O)COc2ccc(F)cc2)CC1. The result is 1 (penetrates BBB).